From a dataset of Peptide-MHC class I binding affinity with 185,985 pairs from IEDB/IMGT. Regression. Given a peptide amino acid sequence and an MHC pseudo amino acid sequence, predict their binding affinity value. This is MHC class I binding data. (1) The peptide sequence is QVPLRPMTFK. The MHC is HLA-A29:02 with pseudo-sequence HLA-A29:02. The binding affinity (normalized) is 0. (2) The peptide sequence is RMNSNQVCI. The MHC is HLA-A02:01 with pseudo-sequence HLA-A02:01. The binding affinity (normalized) is 0.247.